This data is from Peptide-MHC class I binding affinity with 185,985 pairs from IEDB/IMGT. The task is: Regression. Given a peptide amino acid sequence and an MHC pseudo amino acid sequence, predict their binding affinity value. This is MHC class I binding data. The peptide sequence is RPAPATGAL. The MHC is HLA-B07:02 with pseudo-sequence HLA-B07:02. The binding affinity (normalized) is 0.703.